This data is from Full USPTO retrosynthesis dataset with 1.9M reactions from patents (1976-2016). The task is: Predict the reactants needed to synthesize the given product. (1) Given the product [ClH:43].[C:11]1([C@H:9]([NH:8][CH2:21][CH:22]2[CH2:27][CH2:26][N:25]([C:28]3[N:33]=[C:32]([C:34]([OH:36])=[O:35])[CH:31]=[CH:30][CH:29]=3)[CH2:24][CH:23]2[C:37]2[CH:38]=[CH:39][CH:40]=[CH:41][CH:42]=2)[CH3:10])[C:20]2[C:15](=[CH:16][CH:17]=[CH:18][CH:19]=2)[CH:14]=[CH:13][CH:12]=1, predict the reactants needed to synthesize it. The reactants are: C(OC([N:8]([CH2:21][CH:22]1[CH2:27][CH2:26][N:25]([C:28]2[N:33]=[C:32]([C:34]([OH:36])=[O:35])[CH:31]=[CH:30][CH:29]=2)[CH2:24][CH:23]1[C:37]1[CH:42]=[CH:41][CH:40]=[CH:39][CH:38]=1)[C@@H:9]([C:11]1[C:20]2[C:15](=[CH:16][CH:17]=[CH:18][CH:19]=2)[CH:14]=[CH:13][CH:12]=1)[CH3:10])=O)(C)(C)C.[ClH:43].C(OCC)(=O)C.C(OC(C)C)(C)C. (2) Given the product [CH3:1][O:2][C:3]1[CH:4]=[CH:5][C:6]([CH2:7][NH:8][C:9]2[C:14]([C:15]([NH:78][C:77]3[CH:79]=[CH:80][CH:81]=[C:75]([O:74][CH3:73])[CH:76]=3)=[O:17])=[C:13]([NH:18][C@H:19]([C:21]3[N:26]([C:27]4[CH:32]=[CH:31][CH:30]=[CH:29][CH:28]=4)[C:25](=[O:33])[C:24]4=[C:34]([CH3:37])[CH:35]=[CH:36][N:23]4[N:22]=3)[CH3:20])[N:12]=[CH:11][N:10]=2)=[CH:38][CH:39]=1, predict the reactants needed to synthesize it. The reactants are: [CH3:1][O:2][C:3]1[CH:39]=[CH:38][C:6]([CH2:7][NH:8][C:9]2[C:14]([C:15]([OH:17])=O)=[C:13]([NH:18][C@H:19]([C:21]3[N:26]([C:27]4[CH:32]=[CH:31][CH:30]=[CH:29][CH:28]=4)[C:25](=[O:33])[C:24]4=[C:34]([CH3:37])[CH:35]=[CH:36][N:23]4[N:22]=3)[CH3:20])[N:12]=[CH:11][N:10]=2)=[CH:5][CH:4]=1.C(N(CC)C(C)C)(C)C.CN(C(ON1N=NC2C=CC=NC1=2)=[N+](C)C)C.F[P-](F)(F)(F)(F)F.[CH3:73][O:74][C:75]1[CH:76]=[C:77]([CH:79]=[CH:80][CH:81]=1)[NH2:78]. (3) The reactants are: Cl.[CH2:2]([C:6]1[CH:11]=[CH:10][C:9]([C:12]#[C:13][C:14]2[CH:34]=[CH:33][C:17]([CH2:18][NH:19][C:20]3[CH:32]=[CH:31][C:23]4[O:24][C:25]([CH3:30])([CH3:29])[O:26][C:27](=[O:28])[C:22]=4[CH:21]=3)=[CH:16][CH:15]=2)=[CH:8][CH:7]=1)[CH2:3][CH2:4][CH3:5].[CH:35]1([C:41](Cl)=[O:42])[CH2:40][CH2:39][CH2:38][CH2:37][CH2:36]1. Given the product [CH2:2]([C:6]1[CH:7]=[CH:8][C:9]([C:12]#[C:13][C:14]2[CH:34]=[CH:33][C:17]([CH2:18][N:19]([C:20]3[CH:32]=[CH:31][C:23]4[O:24][C:25]([CH3:30])([CH3:29])[O:26][C:27](=[O:28])[C:22]=4[CH:21]=3)[C:41]([CH:35]3[CH2:40][CH2:39][CH2:38][CH2:37][CH2:36]3)=[O:42])=[CH:16][CH:15]=2)=[CH:10][CH:11]=1)[CH2:3][CH2:4][CH3:5], predict the reactants needed to synthesize it. (4) Given the product [Cl:1][C:2]1[C:3]([C:24]([F:27])([F:25])[F:26])=[N:4][N:5]([CH2:8][CH:9]([CH:11]2[CH2:16][CH2:15][NH:14][CH2:13][CH2:12]2)[OH:10])[C:6]=1[CH3:7], predict the reactants needed to synthesize it. The reactants are: [Cl:1][C:2]1[C:3]([C:24]([F:27])([F:26])[F:25])=[N:4][N:5]([CH2:8][C:9]([CH:11]2[CH2:16][CH2:15][N:14](C(OC(C)(C)C)=O)[CH2:13][CH2:12]2)=[O:10])[C:6]=1[CH3:7].[BH4-].[Na+].CO. (5) Given the product [C:2]1([C:2]23[CH2:11][CH:6]4[CH2:7][CH:8]([CH2:10][CH:4]([CH2:5]4)[CH2:3]2)[CH2:9]3)[CH:11]=[CH:6][CH:5]=[CH:4][CH:3]=1, predict the reactants needed to synthesize it. The reactants are: Br[C:2]12[CH2:11][CH:6]3[CH2:7][CH:8]([CH2:10][CH:4]([CH2:5]3)[CH2:3]1)[CH2:9]2.C(=O)([O-])[O-].[K+].[K+]. (6) Given the product [O:23]1[C:24]2([CH2:29][CH2:28][CH:27]([C:30]3[C:38]4[C:33](=[CH:34][CH:35]=[CH:36][CH:37]=4)[NH:32][N:31]=3)[CH2:26][CH2:25]2)[O:20][CH2:21][CH2:22]1, predict the reactants needed to synthesize it. The reactants are: O1C2(CCC(C3C4C(=CC=CC=4)NC=3)CC2)OCC1.[O:20]1[C:24]2([CH2:29][CH2:28][C:27]([C:30]3[C:38]4[C:33](=[CH:34][CH:35]=[CH:36][CH:37]=4)[NH:32][N:31]=3)=[CH:26][CH2:25]2)[O:23][CH2:22][CH2:21]1.